From a dataset of Full USPTO retrosynthesis dataset with 1.9M reactions from patents (1976-2016). Predict the reactants needed to synthesize the given product. (1) Given the product [CH:24]1([C:27]2[C:28]([N:47]([C:52]3[CH:57]=[CH:56][C:55]([B:10]4[O:11][C:12]([CH3:17])([CH3:18])[C:13]([CH3:15])([CH3:16])[O:14]4)=[C:54]([CH3:59])[CH:53]=3)[S:48]([CH3:51])(=[O:50])=[O:49])=[CH:29][C:30]3[O:34][C:33]([C:35]4[CH:36]=[CH:37][C:38]([F:41])=[CH:39][CH:40]=4)=[C:32]([C:42]([NH:44][CH3:45])=[O:43])[C:31]=3[CH:46]=2)[CH2:26][CH2:25]1, predict the reactants needed to synthesize it. The reactants are: [B:10]1([B:10]2[O:14][C:13]([CH3:16])([CH3:15])[C:12]([CH3:18])([CH3:17])[O:11]2)[O:14][C:13]([CH3:16])([CH3:15])[C:12]([CH3:18])([CH3:17])[O:11]1.C([O-])(=O)C.[K+].[CH:24]1([C:27]2[C:28]([N:47]([C:52]3[CH:57]=[CH:56][C:55](I)=[C:54]([CH3:59])[CH:53]=3)[S:48]([CH3:51])(=[O:50])=[O:49])=[CH:29][C:30]3[O:34][C:33]([C:35]4[CH:40]=[CH:39][C:38]([F:41])=[CH:37][CH:36]=4)=[C:32]([C:42]([NH:44][CH3:45])=[O:43])[C:31]=3[CH:46]=2)[CH2:26][CH2:25]1.O1CCOCC1. (2) Given the product [C@H:13]1([NH:22][C:23]2[CH:32]=[CH:31][C:30]3[C:25](=[CH:26][CH:27]=[C:28]([NH:33][S:8]([N:5]4[CH2:6][CH2:7][S:2](=[O:12])(=[O:1])[CH2:3][CH2:4]4)(=[O:10])=[O:9])[CH:29]=3)[N:24]=2)[C:21]2[C:16](=[CH:17][CH:18]=[CH:19][CH:20]=2)[CH2:15][CH2:14]1, predict the reactants needed to synthesize it. The reactants are: [O:1]=[S:2]1(=[O:12])[CH2:7][CH2:6][N:5]([S:8](Cl)(=[O:10])=[O:9])[CH2:4][CH2:3]1.[C@H:13]1([NH:22][C:23]2[CH:32]=[CH:31][C:30]3[C:25](=[CH:26][CH:27]=[C:28]([NH2:33])[CH:29]=3)[N:24]=2)[C:21]2[C:16](=[CH:17][CH:18]=[CH:19][CH:20]=2)[CH2:15][CH2:14]1. (3) Given the product [CH3:16][N:17]([CH3:32])[C:18]([CH3:31])([CH3:30])[CH2:19][O:20][C:21]1[CH:28]=[CH:27][C:24]([CH:25]=[O:4])=[CH:23][C:22]=1[F:29], predict the reactants needed to synthesize it. The reactants are: NC(C)(C)C[O:4]C1C=CC(C#N)=CC=1F.[CH3:16][N:17]([CH3:32])[C:18]([CH3:31])([CH3:30])[CH2:19][O:20][C:21]1[CH:28]=[CH:27][C:24]([C:25]#N)=[CH:23][C:22]=1[F:29]. (4) Given the product [C:27]([CH:21]1[CH2:20][CH:19]2[O:26][CH:22]1[CH:23]1[CH:18]2[C:17](=[O:33])[CH:16]([C:9]2[C:10]([CH3:15])=[CH:11][C:12]([CH3:14])=[CH:13][C:8]=2[CH3:7])[C:24]1=[O:25])#[CH:28], predict the reactants needed to synthesize it. The reactants are: C(=O)([O-])[O-].[K+].[K+].[CH3:7][C:8]1[CH:13]=[C:12]([CH3:14])[CH:11]=[C:10]([CH3:15])[C:9]=1[CH:16]1[C:24](=[O:25])[CH:23]2[CH:18]([CH:19]3[O:26][CH:22]2[CH:21]([C:27]#[C:28][Si](C)(C)C)[CH2:20]3)[C:17]1=[O:33].Cl. (5) Given the product [CH3:1][O:2][C:3]1[N:8]=[CH:7][C:6]([N:9]2[CH:29]=[C:30]([C:32]3[CH:37]=[CH:36][CH:35]=[CH:34][N:33]=3)[N:26]=[C:10]2[C:11]2[CH:12]=[CH:13][C:14]([N:17]3[C:21]4=[N:22][CH:23]=[CH:24][CH:25]=[C:20]4[CH:19]=[CH:18]3)=[CH:15][CH:16]=2)=[CH:5][CH:4]=1, predict the reactants needed to synthesize it. The reactants are: [CH3:1][O:2][C:3]1[N:8]=[CH:7][C:6]([N:9]=[C:10]([NH2:26])[C:11]2[CH:16]=[CH:15][C:14]([N:17]3[C:21]4=[N:22][CH:23]=[CH:24][CH:25]=[C:20]4[CH:19]=[CH:18]3)=[CH:13][CH:12]=2)=[CH:5][CH:4]=1.Br.Br[CH2:29][C:30]([C:32]1[CH:37]=[CH:36][CH:35]=[CH:34][N:33]=1)=O.